Dataset: Full USPTO retrosynthesis dataset with 1.9M reactions from patents (1976-2016). Task: Predict the reactants needed to synthesize the given product. (1) The reactants are: ClC1C=CC=C(C(OO)=[O:9])C=1.[CH3:12][O:13][CH2:14][O:15][CH2:16][C:17]([CH2:19][CH3:20])=[CH2:18]. Given the product [CH2:19]([C:17]1([CH2:16][O:15][CH2:14][O:13][CH3:12])[CH2:18][O:9]1)[CH3:20], predict the reactants needed to synthesize it. (2) Given the product [I:10][C:4]1[CH:3]=[N:2][NH:1][C:5]=1[NH:6][C:7](=[O:9])[CH3:8], predict the reactants needed to synthesize it. The reactants are: [NH:1]1[C:5]([NH:6][C:7](=[O:9])[CH3:8])=[CH:4][CH:3]=[N:2]1.[I:10](O)(=O)=O.II. (3) Given the product [CH:55]1([NH:58][C:59]([C@@H:61]2[CH2:66][CH2:65][CH2:64][N:63]([C:30]([C:26]3[C:25]([CH3:33])=[C:24](/[CH:23]=[C:16]4\[C:17](=[O:22])[NH:18][C:19]5[C:15]\4=[CH:14][C:13]([S:10]([CH2:9][C:3]4[C:2]([Cl:1])=[CH:7][CH:6]=[CH:5][C:4]=4[Cl:8])(=[O:11])=[O:12])=[CH:21][CH:20]=5)[NH:28][C:27]=3[CH3:29])=[O:32])[CH2:62]2)=[O:60])[CH2:57][CH2:56]1, predict the reactants needed to synthesize it. The reactants are: [Cl:1][C:2]1[CH:7]=[CH:6][CH:5]=[C:4]([Cl:8])[C:3]=1[CH2:9][S:10]([C:13]1[CH:14]=[C:15]2[C:19](=[CH:20][CH:21]=1)[NH:18][C:17](=[O:22])/[C:16]/2=[CH:23]\[C:24]1[NH:28][C:27]([CH3:29])=[C:26]([C:30]([OH:32])=O)[C:25]=1[CH3:33])(=[O:12])=[O:11].C1C=CC2N(O)N=NC=2C=1.CCN=C=NCCCN(C)C.[CH:55]1([NH:58][C:59]([C@@H:61]2[CH2:66][CH2:65][CH2:64][NH:63][CH2:62]2)=[O:60])[CH2:57][CH2:56]1. (4) The reactants are: Br.[NH2:2][C:3]1[C:4]([OH:17])=[C:5]([C:9]2[S:13][C:12]([C:14]([OH:16])=[O:15])=[CH:11][CH:10]=2)[CH:6]=[CH:7][CH:8]=1.[N:18]([O-])=O.[Na+].[CH3:22][C:23]1[CH2:24][C:25](=[O:38])[N:26]([C:28]2[CH:37]=[CH:36][C:35]3[CH2:34][CH2:33][CH2:32][CH2:31][C:30]=3[CH:29]=2)[N:27]=1.C(=O)(O)[O-].[Na+]. Given the product [OH:17][C:4]1[C:3]([NH:2][N:18]=[C:24]2[C:25](=[O:38])[N:26]([C:28]3[CH:37]=[CH:36][C:35]4[CH2:34][CH2:33][CH2:32][CH2:31][C:30]=4[CH:29]=3)[N:27]=[C:23]2[CH3:22])=[CH:8][CH:7]=[CH:6][C:5]=1[C:9]1[S:13][C:12]([C:14]([OH:16])=[O:15])=[CH:11][CH:10]=1, predict the reactants needed to synthesize it. (5) Given the product [Si:1]([O:8][C@H:9]1[CH2:10][CH2:11][C@H:12]([CH2:15][NH:30][CH2:29][CH2:27][OH:28])[CH2:13][CH2:14]1)([C:4]([CH3:5])([CH3:6])[CH3:7])([CH3:2])[CH3:3], predict the reactants needed to synthesize it. The reactants are: [Si:1]([O:8][C@H:9]1[CH2:14][CH2:13][C@H:12]([CH2:15]OS(C2C=CC(C)=CC=2)(=O)=O)[CH2:11][CH2:10]1)([C:4]([CH3:7])([CH3:6])[CH3:5])([CH3:3])[CH3:2].[CH2:27]([CH2:29][NH2:30])[OH:28].